Dataset: Full USPTO retrosynthesis dataset with 1.9M reactions from patents (1976-2016). Task: Predict the reactants needed to synthesize the given product. (1) Given the product [NH:41]1[C:42]2[CH:47]=[CH:46][CH:45]=[CH:44][C:43]=2[N:48]=[C:12]1[C:11]([NH:10][C:8](=[O:9])[O:7][C:3]([CH3:6])([CH3:5])[CH3:4])([CH3:24])[CH2:15][C:16]1[CH:21]=[CH:20][C:19]([O:22][CH3:23])=[CH:18][CH:17]=1, predict the reactants needed to synthesize it. The reactants are: N#N.[C:3]([O:7][C:8]([NH:10][C:11]([CH3:24])([CH2:15][C:16]1[CH:21]=[CH:20][C:19]([O:22][CH3:23])=[CH:18][CH:17]=1)[C:12](O)=O)=[O:9])([CH3:6])([CH3:5])[CH3:4].C(N1CCOCC1)C.CN(C(O[N:41]1N=[N:48][C:43]2[CH:44]=[CH:45][CH:46]=[CH:47][C:42]1=2)=[N+](C)C)C.[B-](F)(F)(F)F.C1(N)C=CC=CC=1N. (2) Given the product [OH:30][C:26]1[CH:25]=[C:24]([C:6]2[CH:11]=[CH:10][C:9]([NH:12][C:13]([NH2:15])=[NH:14])=[CH:8][CH:7]=2)[CH:29]=[CH:28][CH:27]=1, predict the reactants needed to synthesize it. The reactants are: C(=O)(O)O.Cl[C:6]1[CH:11]=[CH:10][C:9]([NH:12][C:13]([NH2:15])=[NH:14])=[CH:8][CH:7]=1.CC1(C)C(C)(C)OB([C:24]2[CH:25]=[C:26]([OH:30])[CH:27]=[CH:28][CH:29]=2)O1.C(=O)([O-])[O-].[Na+].[Na+].C1(P(C2CCCCC2)C2CCCCC2)CCCCC1.[OH-].[Na+]. (3) Given the product [Cl:1][C:2]1[CH:3]=[N+:4]([O-:46])[CH:5]=[C:6]([Cl:45])[C:7]=1[CH2:8][C@@H:9]([C:30]1[CH:35]=[CH:34][C:33]([O:36][CH:37]([F:38])[F:39])=[C:32]([O:40][CH2:41][CH:42]2[CH2:44][CH2:43]2)[CH:31]=1)[O:10][C:11](=[O:29])[NH:12][CH2:13][C:14]1[CH:19]=[CH:18][C:17]([NH:20][S:21]([CH3:24])(=[O:23])=[O:22])=[CH:16][CH:15]=1, predict the reactants needed to synthesize it. The reactants are: [Cl:1][C:2]1[CH:3]=[N+:4]([O-:46])[CH:5]=[C:6]([Cl:45])[C:7]=1[CH2:8][C@@H:9]([C:30]1[CH:35]=[CH:34][C:33]([O:36][CH:37]([F:39])[F:38])=[C:32]([O:40][CH2:41][CH:42]2[CH2:44][CH2:43]2)[CH:31]=1)[O:10][C:11](=[O:29])[NH:12][CH2:13][C:14]1[CH:19]=[CH:18][C:17]([N:20](S(C)(=O)=O)[S:21]([CH3:24])(=[O:23])=[O:22])=[CH:16][CH:15]=1.C(=O)([O-])[O-].[K+].[K+]. (4) The reactants are: [CH2:1]([O:8][C:9]1[CH:14]=[C:13]([F:15])[CH:12]=[CH:11][C:10]=1[C:16](=[O:31])[CH2:17][N:18]1[CH2:23][CH2:22][N:21]([C:24]([O:26][C:27]([CH3:30])([CH3:29])[CH3:28])=[O:25])[CH2:20][CH2:19]1)[C:2]1[CH:7]=[CH:6][CH:5]=[CH:4][CH:3]=1. Given the product [C:27]([O:26][C:24]([N:21]1[CH2:22][CH2:23][N:18]([C:17]([C:16](=[O:31])[C:10]2[CH:11]=[CH:12][C:13]([F:15])=[CH:14][C:9]=2[O:8][CH2:1][C:2]2[CH:7]=[CH:6][CH:5]=[CH:4][CH:3]=2)=[CH:17][N:18]([CH3:23])[CH3:19])[CH2:19][CH2:20]1)=[O:25])([CH3:28])([CH3:30])[CH3:29], predict the reactants needed to synthesize it. (5) Given the product [C:1]1([C:21]2[CH:26]=[CH:25][CH:24]=[CH:23][CH:22]=2)[CH:2]=[CH:3][C:4]([C:7]([N:9]2[CH2:13][C:12](=[N:14][O:15][CH3:16])[CH2:11][C@H:10]2[C:17]2[N:18]=[C:32]([CH2:31][NH:30][C:27](=[O:29])[CH3:28])[O:20][N:19]=2)=[O:8])=[CH:5][CH:6]=1, predict the reactants needed to synthesize it. The reactants are: [C:1]1([C:21]2[CH:26]=[CH:25][CH:24]=[CH:23][CH:22]=2)[CH:6]=[CH:5][C:4]([C:7]([N:9]2[CH2:13][C:12](=[N:14][O:15][CH3:16])[CH2:11][C@H:10]2[C:17](=[N:19][OH:20])[NH2:18])=[O:8])=[CH:3][CH:2]=1.[C:27]([NH:30][CH2:31][C:32](O)=O)(=[O:29])[CH3:28]. (6) Given the product [CH3:38][N:37]([CH3:39])[CH2:36][CH2:35][O:34][C:33]1[CH:32]=[C:31]([OH:30])[CH:42]=[CH:41][CH:40]=1, predict the reactants needed to synthesize it. The reactants are: NC1N(C(OC(C)(C)C)=O)N=C(C2C=CC(O)=CC=2)C=1C#N.C([O:30][C:31]1[CH:32]=[C:33]([CH:40]=[CH:41][CH:42]=1)[O:34][CH2:35][CH2:36][N:37]([CH3:39])[CH3:38])C1C=CC=CC=1. (7) The reactants are: CS(Cl)(=O)=O.[Cl:6][C:7]1[CH:8]=[C:9]([CH:27]=[CH:28][C:29]=1[O:30][CH2:31][C:32]1[CH:37]=[CH:36][CH:35]=[C:34]([F:38])[CH:33]=1)[NH:10][C:11]1[C:16]([C:17]#[C:18][C:19]2[N:24]=[C:23]([CH2:25]O)[CH:22]=[CH:21][CH:20]=2)=[CH:15][N:14]=[CH:13][N:12]=1.[CH3:39][NH2:40]. Given the product [Cl:6][C:7]1[CH:8]=[C:9]([NH:10][C:11]2[C:16]([C:17]#[C:18][C:19]3[CH:20]=[CH:21][CH:22]=[C:23]([CH2:25][NH:40][CH3:39])[N:24]=3)=[CH:15][N:14]=[CH:13][N:12]=2)[CH:27]=[CH:28][C:29]=1[O:30][CH2:31][C:32]1[CH:37]=[CH:36][CH:35]=[C:34]([F:38])[CH:33]=1, predict the reactants needed to synthesize it. (8) Given the product [F:1][C:2]1[CH:21]=[CH:20][C:5]2[CH2:6][C:7]3[CH:19]=[CH:18][CH:17]=[CH:16][C:8]=3[C@H:9]3[CH2:14][C@H:13]([NH:24][CH3:23])[CH2:12][O:11][C@@H:10]3[C:4]=2[CH:3]=1, predict the reactants needed to synthesize it. The reactants are: [F:1][C:2]1[CH:21]=[CH:20][C:5]2[CH2:6][C:7]3[CH:19]=[CH:18][CH:17]=[CH:16][C:8]=3[C@H:9]3[CH2:14][C:13](=O)[CH2:12][O:11][C@@H:10]3[C:4]=2[CH:3]=1.C[CH2:23][N:24](CC)CC.CN.Cl. (9) Given the product [NH2:7][C:8]1[CH:9]=[C:10]([C:14]([CH3:16])([CH3:15])[C:17]#[N:18])[CH:11]=[CH:12][CH:13]=1, predict the reactants needed to synthesize it. The reactants are: C(OC(=O)[NH:7][C:8]1[CH:13]=[CH:12][CH:11]=[C:10]([C:14]([C:17]#[N:18])([CH3:16])[CH3:15])[CH:9]=1)(C)(C)C.Cl. (10) Given the product [C:27](=[O:29])([O:28][CH3:33])[O:30][C@H:14]1[CH2:13][CH2:12][C@H:11]([N:8]2[C:7](=[O:25])[NH:6][C:5]3[C:9]2=[N:10][C:2]([NH2:1])=[N:3][C:4]=3[Cl:26])[CH2:16][CH2:15]1, predict the reactants needed to synthesize it. The reactants are: [NH2:1][C:2]1[N:10]=[C:9]2[C:5]([NH:6][C:7](=[O:25])[N:8]2[C@H:11]2[CH2:16][CH2:15][C@H:14](C3N(C([O-])=O)C=CN=3)[CH2:13][CH2:12]2)=[C:4]([Cl:26])[N:3]=1.[C:27](=[O:30])([O-:29])[O-:28].[K+].[K+].[CH3:33]O.